Dataset: Experimentally validated miRNA-target interactions with 360,000+ pairs, plus equal number of negative samples. Task: Binary Classification. Given a miRNA mature sequence and a target amino acid sequence, predict their likelihood of interaction. (1) The miRNA is mmu-miR-3097-5p with sequence CACAGGUGGGAAGUGUGUGUCCA. The protein sequence of the target gene is MGLLRGGAACARAMARLGALRSHYCALLLAAALAVCAFYYLGSGRETFSSATKRLKEARAGAAAPTPPAPELARGSAAPASGAKAKSLEGGVVVPVDYHLLMMFTKAEHNAPLQAKARVALSSLLRLAKFEAHEVLNLHFVSEEASREVAKALLRELLPPAAGFKCKVIFHDVAVLTDKLFPVVEAMQKYFSAGSGTYYSDSIFFLSVAMHQIMPKEIPRIIQLDLDLKYKTNIRELFEEFDNFLPGAVIGIAREMQPVYRHTFWQFRHENPKTRVGDPPPEGLPGFNSGVMLLNLEAMR.... Result: 0 (no interaction). (2) The miRNA is hsa-miR-4275 with sequence CCAAUUACCACUUCUUU. The protein sequence of the target gene is MSQYTEKEPAAMDQESGKAVWPKPAGGYQTITGRRYGRRHAYVSFKPCMTRHERSLGRAGDDYEVLELDDVPKENSSGSSPLDQVDSSLPSEPIFEKSETEIPTCGSALNQTTESSQSFVAVHHSEEGRDTLGSSTNLHNHSEGEYIPGACSASSVQNGIALVHTDSYDPDGKHGEDNDHLQLSAEVVEGSRYQESLGNTVFELENREAEAYTGLSPPVPSFNCEVRDEFEELDSVPLVKSSAGDTEFVHQNSQEIQRSSQDEMVSTKQQNNTSQERQTEHSPEDAACGPGHICSEQNTN.... Result: 0 (no interaction). (3) The miRNA is mmu-let-7g-5p with sequence UGAGGUAGUAGUUUGUACAGUU. The protein sequence of the target gene is MATGADVRDILELGGPEGDAASGTISKKDIINPDKKKSKKSSETLTFKRPEGMHREVYALLYSDKKDAPPLLPSDTGQGYRTVKAKLGSKKVRPWKWMPFTNPARKDGAMFFHWRRAAEEGKDYPFARFNKTVQVPVYSEQEYQLYLHDDAWTKAETDHLFDLSRRFDLRFVVIHDRYDHQQFKKRSVEDLKERYYHICAKLANVRAVPGTDLKIPVFDAGHERRRKEQLERLYNRTPEQVAEEEYLLQELRKIEARKKEREKRSQDLQKLITAADTTAEQRRTERKAPKKKLPQKKEAE.... Result: 0 (no interaction). (4) The miRNA is mmu-miR-764-3p with sequence AGGAGGCCAUAGUGGCAACUGU. The protein sequence of the target gene is MDPPSPSRTSQTQPTATSPLTSYRWHTGGGGEKAAGGFRWGRFAGWGRALSHQEPMVSTQPAPRSIFRRVLSAPPKESRTSRLRLSKALWGRHKNPPPEPDPEPEQEAPELEPEPELEPPTPQIPEAPTPNVPVWDIGGFTLLDGKLVLLGGEEEGPRRPRVGSASSEGSIHVAMGNFRDPDRMPGKTEPETAGPNQVHNVRGLLKRLKEKKKARLEPRDGPPSALGSRESLATLSELDLGAERDVRIWPLHPSLLGEPHCFQVTWTGGSRCFSCRSAAERDRWIEDLRRQFQPTQDNVE.... Result: 0 (no interaction).